This data is from Full USPTO retrosynthesis dataset with 1.9M reactions from patents (1976-2016). The task is: Predict the reactants needed to synthesize the given product. Given the product [OH:14][CH2:13][CH:7]1[CH2:8][C:9]2([CH2:10][CH2:11]2)[CH2:12][CH:6]1[C:4]([O:3][CH2:1][CH3:2])=[O:5], predict the reactants needed to synthesize it. The reactants are: [CH2:1]([O:3][C:4]([C@@H:6]1[CH2:12][C:9]2([CH2:11][CH2:10]2)[CH2:8][C@H:7]1[C:13](O)=[O:14])=[O:5])[CH3:2].CN1CCOCC1.ClC(OCC(C)C)=O.[BH4-].[Na+].